This data is from Catalyst prediction with 721,799 reactions and 888 catalyst types from USPTO. The task is: Predict which catalyst facilitates the given reaction. (1) Reactant: [CH2:1]([O:5][CH2:6][CH2:7][O:8][C:9]1[CH:14]=[CH:13][C:12]([C:15]2[CH:16]=[CH:17][C:18]3[N:24](C(=O)C(F)(F)F)[CH2:23][CH2:22][C:21]([C:31]([NH:33][C:34]4[CH:39]=[CH:38][C:37]([CH2:40][S:41]([C:44]5[CH:49]=[CH:48][CH:47]=[CH:46][N+:45]=5[O-:50])(=[O:43])=[O:42])=[CH:36][CH:35]=4)=[O:32])=[CH:20][C:19]=3[CH:51]=2)=[CH:11][CH:10]=1)[CH2:2][CH2:3][CH3:4].[BH4-].[Na+]. Product: [CH2:1]([O:5][CH2:6][CH2:7][O:8][C:9]1[CH:10]=[CH:11][C:12]([C:15]2[CH:16]=[CH:17][C:18]3[NH:24][CH2:23][CH2:22][C:21]([C:31]([NH:33][C:34]4[CH:39]=[CH:38][C:37]([CH2:40][S:41]([C:44]5[CH:49]=[CH:48][CH:47]=[CH:46][N+:45]=5[O-:50])(=[O:42])=[O:43])=[CH:36][CH:35]=4)=[O:32])=[CH:20][C:19]=3[CH:51]=2)=[CH:13][CH:14]=1)[CH2:2][CH2:3][CH3:4]. The catalyst class is: 8. (2) Reactant: [Cl:1][C:2]1[CH:7]=[C:6]([O:8][CH3:9])[CH:5]=[CH:4][C:3]=1[CH:10]([CH3:24])[C:11]([C:17]1[CH:18]=[CH:19][C:20](=[O:23])[NH:21][CH:22]=1)([OH:16])[C:12]([F:15])([F:14])[F:13].[C:25]([O-])([O-])=O.[K+].[K+].IC.CCOC(C)=O. Product: [Cl:1][C:2]1[CH:7]=[C:6]([O:8][CH3:9])[CH:5]=[CH:4][C:3]=1[CH:10]([CH3:24])[C:11]([C:17]1[CH:18]=[CH:19][C:20](=[O:23])[N:21]([CH3:25])[CH:22]=1)([OH:16])[C:12]([F:14])([F:15])[F:13]. The catalyst class is: 395. (3) Reactant: [N:1]1[CH:6]=[CH:5][CH:4]=[CH:3][C:2]=1[C:7]1[N:12]=[C:11]2[CH:13]=[CH:14][S:15][C:10]2=[C:9]([O:16][C@H:17]2[CH2:21][NH:20][C@H:19]([C:22]([NH:24][C@:25]3([C:30]([O:32][CH3:33])=[O:31])[CH2:27][C@H:26]3[CH:28]=[CH2:29])=[O:23])[CH2:18]2)[CH:8]=1.[C:34]([O:38][C:39]([NH:41][C@@H:42]([CH2:46][CH2:47][CH2:48][CH2:49][CH2:50][CH:51]=[CH2:52])[C:43](O)=[O:44])=[O:40])([CH3:37])([CH3:36])[CH3:35].C(N(CC)CC)C.CN(C(ON1N=NC2C=CC=NC1=2)=[N+](C)C)C.F[P-](F)(F)(F)(F)F.C(=O)(O)[O-].[Na+]. Product: [C:34]([O:38][C:39]([NH:41][CH:42]([CH2:46][CH2:47][CH2:48][CH2:49][CH2:50][CH:51]=[CH2:52])[C:43]([N:20]1[CH2:21][C@H:17]([O:16][C:9]2[CH:8]=[C:7]([C:2]3[CH:3]=[CH:4][CH:5]=[CH:6][N:1]=3)[N:12]=[C:11]3[CH:13]=[CH:14][S:15][C:10]=23)[CH2:18][C@H:19]1[C:22]([NH:24][C@:25]1([C:30]([O:32][CH3:33])=[O:31])[CH2:27][C@H:26]1[CH:28]=[CH2:29])=[O:23])=[O:44])=[O:40])([CH3:37])([CH3:36])[CH3:35]. The catalyst class is: 44. (4) Reactant: [CH2:1]([C:3]1[CH:8]=[CH:7][CH:6]=[C:5]([CH2:9][CH3:10])[C:4]=1[C:11]1[CH:20]=[C:19]([CH3:21])[C:14]([C:15](OC)=[O:16])=[C:13]([CH:22]=[CH2:23])[N:12]=1)[CH3:2].C([O-])(=O)C.[NH4+:28]. Product: [CH2:1]([C:3]1[CH:8]=[CH:7][CH:6]=[C:5]([CH2:9][CH3:10])[C:4]=1[C:11]1[CH:20]=[C:19]([CH3:21])[C:14]2[C:15](=[O:16])[NH:28][CH2:23][CH2:22][C:13]=2[N:12]=1)[CH3:2]. The catalyst class is: 52.